Dataset: Reaction yield outcomes from USPTO patents with 853,638 reactions. Task: Predict the reaction yield, written as a fraction of the theoretical maximum amount of product (1.0 means a 100% yield; for example, 0.34 means a 34% yield). (1) The reactants are C[O:2][C:3](=[O:12])[C:4]1[CH:9]=[CH:8][C:7](N)=[CH:6][C:5]=1[Cl:11].S(=O)(=O)(O)[OH:14].N([O-])=O.[Na+].NC(N)=O. The catalyst is O.[N+]([O-])([O-])=O.[Cu+2].[N+]([O-])([O-])=O. The product is [Cl:11][C:5]1[CH:6]=[C:7]([OH:14])[CH:8]=[CH:9][C:4]=1[C:3]([OH:2])=[O:12]. The yield is 0.730. (2) The reactants are [C:1]([C:5]1[CH:10]=[CH:9][C:8]([OH:11])=[CH:7][CH:6]=1)([CH3:4])([CH3:3])[CH3:2].[CH3:12][C:13]12[CH2:23][CH:17]3[CH2:18][C:19]([CH3:22])([CH2:21][C:15](O)([CH2:16]3)[CH2:14]1)[CH2:20]2.S(=O)(=O)(O)O.C(=O)([O-])O.[Na+]. The catalyst is ClCCl. The product is [C:1]([C:5]1[CH:6]=[CH:7][C:8]([OH:11])=[C:9]([C:17]23[CH2:23][C:13]4([CH3:12])[CH2:14][CH:15]([CH2:21][C:19]([CH3:22])([CH2:20]4)[CH2:18]2)[CH2:16]3)[CH:10]=1)([CH3:4])([CH3:2])[CH3:3]. The yield is 0.590.